The task is: Predict the reactants needed to synthesize the given product.. This data is from Full USPTO retrosynthesis dataset with 1.9M reactions from patents (1976-2016). (1) Given the product [CH3:1][O:2][C:3]1[CH:21]=[CH:20][C:6]([CH2:7][O:8][C:9]2[CH:19]=[CH:18][C:12]([C:13]([NH:23][NH2:24])=[O:14])=[CH:11][CH:10]=2)=[CH:5][CH:4]=1, predict the reactants needed to synthesize it. The reactants are: [CH3:1][O:2][C:3]1[CH:21]=[CH:20][C:6]([CH2:7][O:8][C:9]2[CH:19]=[CH:18][C:12]([C:13](OCC)=[O:14])=[CH:11][CH:10]=2)=[CH:5][CH:4]=1.O.[NH2:23][NH2:24]. (2) Given the product [F:10][C:5]1[CH:6]=[CH:7][CH:8]=[CH:9][C:4]=1[N:1]1[C:11]([C:12]2[CH:13]=[CH:14][N:15]=[CH:16][CH:17]=2)=[C:19]([C:20]([O:22][CH2:23][CH3:24])=[O:21])[N:3]=[N:2]1, predict the reactants needed to synthesize it. The reactants are: [N:1]([C:4]1[CH:9]=[CH:8][CH:7]=[CH:6][C:5]=1[F:10])=[N+:2]=[N-:3].[C:11]([CH2:19][C:20]([O:22][CH2:23][CH3:24])=[O:21])(=O)[C:12]1[CH:17]=[CH:16][N:15]=[CH:14][CH:13]=1.CCO.CC[O-].[Na+]. (3) Given the product [F:3][C:4]1[CH:5]=[CH:7][C:8]([NH:32][C:15]2[CH:16]=[CH:17][C:18]3[C:24](=[O:25])[C:23]4[CH:26]=[CH:27][CH:28]=[CH:29][C:22]=4[CH2:21][O:20][C:19]=3[CH:30]=2)=[C:9]([N+:11]([O-:13])=[O:12])[CH:10]=1, predict the reactants needed to synthesize it. The reactants are: [H-].[Na+].[F:3][C:4]1[CH:10]=[C:9]([N+:11]([O-:13])=[O:12])[CH:8]=[CH:7][C:5]=1N.F[C:15]1[CH:16]=[CH:17][C:18]2[C:24](=[O:25])[C:23]3[CH:26]=[CH:27][CH:28]=[CH:29][C:22]=3[CH2:21][O:20][C:19]=2[CH:30]=1.C[N:32](C)C=O. (4) Given the product [C:12]([N:9]1[C:10]([Cl:11])=[C:6]([C:4]([OH:5])=[O:3])[CH:7]=[N:8]1)([CH3:15])([CH3:13])[CH3:14], predict the reactants needed to synthesize it. The reactants are: C([O:3][C:4]([C:6]1[CH:7]=[N:8][N:9]([C:12]([CH3:15])([CH3:14])[CH3:13])[C:10]=1[Cl:11])=[O:5])C.[Li+].[OH-]. (5) Given the product [CH3:1][N:2]1[C:3](=[O:24])[CH2:4][O:5][C:6]2[CH:11]=[C:10]3[C:12]4([C:20]5[C:15](=[CH:16][CH:17]=[CH:18][CH:19]=5)[N:14]([CH2:36][C@H:37]5[CH2:41][CH2:40][CH2:39][O:38]5)[C:13]4=[O:21])[CH2:22][O:23][C:9]3=[CH:8][C:7]1=2, predict the reactants needed to synthesize it. The reactants are: [CH3:1][N:2]1[C:7]2[CH:8]=[C:9]3[O:23][CH2:22][C:12]4([C:20]5[C:15](=[CH:16][CH:17]=[CH:18][CH:19]=5)[NH:14][C:13]4=[O:21])[C:10]3=[CH:11][C:6]=2[O:5][CH2:4][C:3]1=[O:24].CC1C=CC(S(O[CH2:36][C@H:37]2[CH2:41][CH2:40][CH2:39][O:38]2)(=O)=O)=CC=1.BrCC1OC(C(F)(F)F)=CC=1. (6) Given the product [C:1]([O:5][C@@H:6]([C:12]1[C:21]([CH3:22])=[C:20]([F:23])[C:19]2[C:14](=[CH:15][CH:16]=[C:17]([C:31]#[N:32])[CH:18]=2)[C:13]=1[OH:25])[C:7]([O:9][CH2:10][CH3:11])=[O:8])([CH3:4])([CH3:3])[CH3:2], predict the reactants needed to synthesize it. The reactants are: [C:1]([O:5][C@@H:6]([C:12]1[C:21]([CH3:22])=[C:20]([F:23])[C:19]2[C:14](=[CH:15][CH:16]=[C:17](Cl)[CH:18]=2)[C:13]=1[OH:25])[C:7]([O:9][CH2:10][CH3:11])=[O:8])([CH3:4])([CH3:3])[CH3:2].C(=O)(O)[O-].[Na+].[CH3:31][N:32](C=O)C. (7) Given the product [CH3:17][C:18](=[CH2:22])[C:19]([NH:6][C:14]1[CH:15]=[CH:16][N:11]=[CH:12][CH:13]=1)=[O:20], predict the reactants needed to synthesize it. The reactants are: [Li+].C[Si]([N-:6][Si](C)(C)C)(C)C.[N:11]1[CH:16]=[CH:15][CH:14]=[CH:13][CH:12]=1.[CH3:17][C:18](=[CH2:22])[C:19](Cl)=[O:20].